This data is from Forward reaction prediction with 1.9M reactions from USPTO patents (1976-2016). The task is: Predict the product of the given reaction. (1) The product is: [ClH:34].[NH:8]1[CH2:12][CH2:11][CH2:10][C@H:9]1[CH2:13][O:14][C:15]1[CH:20]=[C:19]([C:21]2[O:25][N:24]=[C:23]([CH2:26][OH:27])[CH:22]=2)[CH:18]=[N:17][CH:16]=1. Given the reactants C(OC([N:8]1[CH2:12][CH2:11][CH2:10][C@H:9]1[CH2:13][O:14][C:15]1[CH:16]=[N:17][CH:18]=[C:19]([C:21]2[O:25][N:24]=[C:23]([CH2:26][O:27]C3CCCCO3)[CH:22]=2)[CH:20]=1)=O)(C)(C)C.[ClH:34], predict the reaction product. (2) Given the reactants Cl.[F:2][C:3]([F:22])([F:21])[O:4][C:5]1[CH:10]=[CH:9][C:8]([N:11]2[CH2:16][CH2:15][CH:14]3[CH2:17][NH:18][CH2:19][CH:13]3[C:12]2=[O:20])=[CH:7][CH:6]=1.Br[CH2:24][C:25]1[CH:30]=[CH:29][C:28]([F:31])=[CH:27][CH:26]=1.CCN(CC)CC.ClCCl, predict the reaction product. The product is: [F:31][C:28]1[CH:29]=[CH:30][C:25]([CH2:24][N:18]2[CH2:17][CH:14]3[CH:13]([C:12](=[O:20])[N:11]([C:8]4[CH:9]=[CH:10][C:5]([O:4][C:3]([F:2])([F:21])[F:22])=[CH:6][CH:7]=4)[CH2:16][CH2:15]3)[CH2:19]2)=[CH:26][CH:27]=1. (3) Given the reactants Br[C:2]1[CH:3]=[C:4]2[C:9](=[CH:10][CH:11]=1)[N:8]=[CH:7][CH:6]=[C:5]2[O:12][C:13]1[CH:18]=[CH:17][CH:16]=[CH:15][CH:14]=1.C([Li])CCC.CN(C)[CH:26]=[O:27], predict the reaction product. The product is: [O:12]([C:5]1[C:4]2[C:9](=[CH:10][CH:11]=[C:2]([CH:26]=[O:27])[CH:3]=2)[N:8]=[CH:7][CH:6]=1)[C:13]1[CH:18]=[CH:17][CH:16]=[CH:15][CH:14]=1. (4) Given the reactants [F:1][C:2]1[CH:3]=[C:4]([CH2:26][O:27][CH2:28][C:29]([O:31]C)=[O:30])[CH:5]=[CH:6][C:7]=1[C:8]1[S:9][C:10]2[C:15]([N:16]=1)=[CH:14][CH:13]=[C:12]([C:17]1([C:20]3[CH:25]=[CH:24][CH:23]=[CH:22][CH:21]=3)[CH2:19][CH2:18]1)[N:11]=2.[OH-].[Li+], predict the reaction product. The product is: [F:1][C:2]1[CH:3]=[C:4]([CH:5]=[CH:6][C:7]=1[C:8]1[S:9][C:10]2[C:15]([N:16]=1)=[CH:14][CH:13]=[C:12]([C:17]1([C:20]3[CH:21]=[CH:22][CH:23]=[CH:24][CH:25]=3)[CH2:18][CH2:19]1)[N:11]=2)[CH2:26][O:27][CH2:28][C:29]([OH:31])=[O:30]. (5) Given the reactants Br[C:2]1[CH:7]=[CH:6][CH:5]=[C:4]([C:8]#[C:9][C:10]2[CH:15]=[CH:14][CH:13]=[CH:12][CH:11]=2)[CH:3]=1.[N:16]1[CH:21]=[CH:20][CH:19]=[C:18](B(O)O)[CH:17]=1.C(=O)([O-])[O-].[K+].[K+], predict the reaction product. The product is: [C:10]1([C:9]#[C:8][C:4]2[CH:3]=[C:2]([C:18]3[CH:17]=[N:16][CH:21]=[CH:20][CH:19]=3)[CH:7]=[CH:6][CH:5]=2)[CH:11]=[CH:12][CH:13]=[CH:14][CH:15]=1.